Predict which catalyst facilitates the given reaction. From a dataset of Catalyst prediction with 721,799 reactions and 888 catalyst types from USPTO. (1) Reactant: C(OC(=O)[NH:7][C@H:8]1[CH2:12][CH2:11][N:10]([CH2:13][C:14]2[CH:23]=[C:22]3[C:17]([CH:18]=[CH:19][N:20]=[C:21]3[Cl:24])=[CH:16][CH:15]=2)[C:9]1=[O:25])(C)(C)C.Cl. Product: [ClH:24].[NH2:7][C@H:8]1[CH2:12][CH2:11][N:10]([CH2:13][C:14]2[CH:23]=[C:22]3[C:17]([CH:18]=[CH:19][N:20]=[C:21]3[Cl:24])=[CH:16][CH:15]=2)[C:9]1=[O:25]. The catalyst class is: 25. (2) Reactant: CS(O)(=O)=O.[NH2:6][C:7]1[CH:12]=[CH:11][C:10]([NH:13][C:14]([C:16]2[CH2:21][CH2:20][CH2:19][CH2:18][C:17]=2[C:22]2[CH:27]=[CH:26][C:25]([CH3:28])=[CH:24][CH:23]=2)=[O:15])=[CH:9][CH:8]=1.[CH:29]([C:31]1[CH:36]=[CH:35][CH:34]=[CH:33][N:32]=1)=[CH2:30]. Product: [CH3:28][C:25]1[CH:24]=[CH:23][C:22]([C:17]2[CH2:18][CH2:19][CH2:20][CH2:21][C:16]=2[C:14]([NH:13][C:10]2[CH:9]=[CH:8][C:7]([NH:6][CH2:30][CH2:29][C:31]3[CH:36]=[CH:35][CH:34]=[CH:33][N:32]=3)=[CH:12][CH:11]=2)=[O:15])=[CH:27][CH:26]=1. The catalyst class is: 41. (3) Product: [CH3:37][C:29]1[CH:28]=[C:27]([C:25]2[CH:24]=[C:23]([C:38]([F:39])([F:40])[F:41])[N:22]=[C:21]([C:17]3[CH:16]=[C:15]([C:11]4[CH:12]=[CH:13][CH:14]=[C:9]([S:6]([NH2:5])(=[O:8])=[O:7])[CH:10]=4)[CH:20]=[CH:19][CH:18]=3)[N:26]=2)[CH:32]=[CH:31][C:30]=1[C:33]([F:35])([F:34])[F:36]. Reactant: C([NH:5][S:6]([C:9]1[CH:10]=[C:11]([C:15]2[CH:20]=[CH:19][CH:18]=[C:17]([C:21]3[N:26]=[C:25]([C:27]4[CH:32]=[CH:31][C:30]([C:33]([F:36])([F:35])[F:34])=[C:29]([CH3:37])[CH:28]=4)[CH:24]=[C:23]([C:38]([F:41])([F:40])[F:39])[N:22]=3)[CH:16]=2)[CH:12]=[CH:13][CH:14]=1)(=[O:8])=[O:7])(C)(C)C.C(O)(C(F)(F)F)=O. The catalyst class is: 4. (4) Reactant: [O:1]1[C:5]2([CH2:10][CH2:9][C:8]([CH2:13][OH:14])([CH2:11]O)[CH2:7][CH2:6]2)[O:4][CH2:3][CH2:2]1.C([Li])CCC.CC1C=CC=CC=1S(Cl)(=O)=O.[NH4+].[Cl-]. Product: [CH2:11]1[C:8]2([CH2:7][CH2:6][C:5]3([O:1][CH2:2][CH2:3][O:4]3)[CH2:10][CH2:9]2)[CH2:13][O:14]1. The catalyst class is: 49. (5) Reactant: [CH3:1][O:2][C:3]1[C:4]([N:13]2[C:22]3[C:17](=[CH:18][C:19]([S:23](OC4C(F)=C(F)C(F)=C(F)C=4F)(=[O:25])=[O:24])=[CH:20][CH:21]=3)[CH:16]=[CH:15][C:14]2=[O:38])=[CH:5][C:6]2[C:11]([CH:12]=1)=[CH:10][CH:9]=[CH:8][CH:7]=2.[NH2:39][C:40]1[CH:44]=[CH:43][O:42][N:41]=1.C1COCC1.C[Si]([N-][Si](C)(C)C)(C)C.[Li+]. Product: [O:42]1[CH:43]=[CH:44][C:40]([NH:39][S:23]([C:19]2[CH:18]=[C:17]3[C:22](=[CH:21][CH:20]=2)[N:13]([C:4]2[C:3]([O:2][CH3:1])=[CH:12][C:11]4[C:6](=[CH:7][CH:8]=[CH:9][CH:10]=4)[CH:5]=2)[C:14](=[O:38])[CH:15]=[CH:16]3)(=[O:24])=[O:25])=[N:41]1. The catalyst class is: 818. (6) Reactant: I/[CH:2]=[CH:3]/[O:4][C:5]1[CH:10]=[CH:9][C:8]([C:11]2[CH:16]=[CH:15][CH:14]=[CH:13][CH:12]=2)=[CH:7][CH:6]=1.[NH:17]1[CH:21]=[CH:20][CH:19]=[CH:18]1.C([O-])([O-])=O.[Cs+].[Cs+]. Product: [C:8]1([C:11]2[CH:16]=[CH:15][CH:14]=[CH:13][CH:12]=2)[CH:9]=[CH:10][C:5]([O:4]/[CH:3]=[CH:2]/[N:17]2[CH:21]=[CH:20][CH:19]=[CH:18]2)=[CH:6][CH:7]=1. The catalyst class is: 205.